Predict the reaction yield, written as a fraction of the theoretical maximum amount of product (1.0 means a 100% yield; for example, 0.34 means a 34% yield). From a dataset of Reaction yield outcomes from USPTO patents with 853,638 reactions. (1) The reactants are [CH:1]1([C:4]([NH:6][C:7]2[CH:12]=[C:11]([O:13][C:14]3[CH:19]=[CH:18][C:17]([NH:20][C:21]([NH:23][C:24]4[CH:25]=[C:26]([CH:34]([N:36]5[CH2:41][CH2:40][N:39](C(OC(C)(C)C)=O)[CH2:38][CH2:37]5)[CH3:35])[CH:27]=[C:28]([C:30]([F:33])([F:32])[F:31])[CH:29]=4)=[O:22])=[CH:16][C:15]=3[F:49])[CH:10]=[CH:9][N:8]=2)=[O:5])[CH2:3][CH2:2]1.FC(F)(F)C(O)=O. The yield is 0.883. The product is [F:49][C:15]1[CH:16]=[C:17]([NH:20][C:21](=[O:22])[NH:23][C:24]2[CH:29]=[C:28]([C:30]([F:31])([F:32])[F:33])[CH:27]=[C:26]([CH:34]([N:36]3[CH2:37][CH2:38][NH:39][CH2:40][CH2:41]3)[CH3:35])[CH:25]=2)[CH:18]=[CH:19][C:14]=1[O:13][C:11]1[CH:10]=[CH:9][N:8]=[C:7]([NH:6][C:4]([CH:1]2[CH2:3][CH2:2]2)=[O:5])[CH:12]=1. The catalyst is C(Cl)Cl. (2) The reactants are [Cl:1][C:2]1[N:3]=[C:4]([N:11]2[CH2:16][CH2:15][O:14][CH2:13][CH2:12]2)[C:5]2[O:10][CH:9]=[CH:8][C:6]=2[N:7]=1.C([Li])CCC.CN([CH:25]=[O:26])C. The catalyst is C1COCC1. The product is [Cl:1][C:2]1[N:3]=[C:4]([N:11]2[CH2:16][CH2:15][O:14][CH2:13][CH2:12]2)[C:5]2[O:10][C:9]([CH:25]=[O:26])=[CH:8][C:6]=2[N:7]=1. The yield is 0.500. (3) The reactants are [C:1]([NH:4][C@H:5]1[C@@H:11]([OH:12])[C@H:10]([OH:13])[C@@H:9]([CH2:14][OH:15])[O:8][CH:6]1[OH:7])(=[O:3])[CH3:2].C(O[C:20](=[O:22])[CH3:21])(=O)C. The catalyst is N1C=CC=CC=1.CN(C1C=CN=CC=1)C. The product is [C:1]([O:7][CH:6]1[O:8][C@H:9]([CH2:14][O:15][C:20](=[O:22])[CH3:21])[C@@H:10]([O:13][C:9](=[O:8])[CH3:10])[C@H:11]([O:12][C:6](=[O:7])[CH3:5])[C@@H:5]1[NH:4][C:1](=[O:3])[CH3:2])(=[O:3])[CH3:2]. The yield is 0.940. (4) The reactants are [Cl:1][C:2]1[CH:7]=[CH:6][C:5]([S:8]([CH:11]2[CH2:16][CH2:15][NH:14][CH2:13][CH2:12]2)(=[O:10])=[O:9])=[CH:4][CH:3]=1.Cl[C:18]1[CH:27]=[CH:26][C:25]2[C:20](=[CH:21][CH:22]=[CH:23][CH:24]=2)[N:19]=1.CCN(C(C)C)C(C)C. The catalyst is O1CCOCC1. The product is [Cl:1][C:2]1[CH:3]=[CH:4][C:5]([S:8]([CH:11]2[CH2:16][CH2:15][N:14]([C:18]3[CH:27]=[CH:26][C:25]4[C:20](=[CH:21][CH:22]=[CH:23][CH:24]=4)[N:19]=3)[CH2:13][CH2:12]2)(=[O:9])=[O:10])=[CH:6][CH:7]=1. The yield is 0.0800.